From a dataset of Forward reaction prediction with 1.9M reactions from USPTO patents (1976-2016). Predict the product of the given reaction. (1) Given the reactants [O:1]1[C@:3]2([CH2:8][CH2:7][CH2:6][C@H:5]([CH2:9][N:10]3[C:14]4[CH:15]=[C:16]([C:19]#[N:20])[CH:17]=[CH:18][C:13]=4[N:12]=[CH:11]3)[CH2:4]2)[CH2:2]1.[NH3:21], predict the reaction product. The product is: [NH2:21][CH2:2][C@:3]1([OH:1])[CH2:8][CH2:7][CH2:6][C@H:5]([CH2:9][N:10]2[C:14]3[CH:15]=[C:16]([C:19]#[N:20])[CH:17]=[CH:18][C:13]=3[N:12]=[CH:11]2)[CH2:4]1. (2) Given the reactants [F:1][C:2]1[CH:20]=[C:19]([F:21])[CH:18]=[CH:17][C:3]=1[CH2:4][N:5]1[C:9]2=[CH:10][N:11]=[C:12]([C:14]([OH:16])=O)[CH:13]=[C:8]2[CH:7]=[CH:6]1.Cl.[CH3:23][NH:24][OH:25], predict the reaction product. The product is: [F:1][C:2]1[CH:20]=[C:19]([F:21])[CH:18]=[CH:17][C:3]=1[CH2:4][N:5]1[C:9]2=[CH:10][N:11]=[C:12]([C:14]([N:24]([OH:25])[CH3:23])=[O:16])[CH:13]=[C:8]2[CH:7]=[CH:6]1. (3) Given the reactants [Br:1][C:2]1[CH:3]=[C:4]2[C:9](=[CH:10][CH:11]=1)[N:8]=[CH:7][C:6]([N+:12]([O-])=O)=[C:5]2[NH:15][C:16]1[CH:21]=[CH:20][C:19]([C:22]([CH3:26])([CH3:25])[C:23]#[N:24])=[CH:18][CH:17]=1.[H][H], predict the reaction product. The product is: [NH2:12][C:6]1[CH:7]=[N:8][C:9]2[C:4]([C:5]=1[NH:15][C:16]1[CH:17]=[CH:18][C:19]([C:22]([CH3:25])([CH3:26])[C:23]#[N:24])=[CH:20][CH:21]=1)=[CH:3][C:2]([Br:1])=[CH:11][CH:10]=2. (4) Given the reactants [Cl:1][C:2]1[CH:10]=[CH:9][CH:8]=[C:7]2[C:3]=1[CH:4]=[CH:5][NH:6]2.[H-].[Na+].IC.[C:15](OCC)(=O)C, predict the reaction product. The product is: [Cl:1][C:2]1[CH:10]=[CH:9][CH:8]=[C:7]2[C:3]=1[CH:4]=[CH:5][N:6]2[CH3:15].